Dataset: Catalyst prediction with 721,799 reactions and 888 catalyst types from USPTO. Task: Predict which catalyst facilitates the given reaction. (1) Reactant: [CH3:1][C:2]1[CH:3]=[CH:4][C:5]([C:9]([C:11]2[C:20](=[O:21])[C:19]3[C:14](=[CH:15][CH:16]=[CH:17][CH:18]=3)[NH:13][CH:12]=2)=[O:10])=[N:6][C:7]=1[CH3:8].[H-].[Na+].Br[CH2:25][C:26]1[CH:31]=[CH:30][CH:29]=[C:28]([CH3:32])[N:27]=1. Product: [CH3:1][C:2]1[CH:3]=[CH:4][C:5]([C:9]([C:11]2[C:20](=[O:21])[C:19]3[C:14](=[CH:15][CH:16]=[CH:17][CH:18]=3)[N:13]([CH2:25][C:26]3[CH:31]=[CH:30][CH:29]=[C:28]([CH3:32])[N:27]=3)[CH:12]=2)=[O:10])=[N:6][C:7]=1[CH3:8]. The catalyst class is: 9. (2) Reactant: [Br:1][C:2]1[CH:7]=[CH:6][C:5]([OH:8])=[CH:4][C:3]=1[C:9]#[N:10].C([O-])([O-])=O.[K+].[K+].[CH2:17](Br)[C:18]1[CH:23]=[CH:22][CH:21]=[CH:20][CH:19]=1. The catalyst class is: 18. Product: [CH2:17]([O:8][C:5]1[CH:6]=[CH:7][C:2]([Br:1])=[C:3]([CH:4]=1)[C:9]#[N:10])[C:18]1[CH:23]=[CH:22][CH:21]=[CH:20][CH:19]=1. (3) Reactant: [Br:1]Br.[OH:3][C:4]1[CH:11]=[CH:10][C:7]([CH:8]=[O:9])=[CH:6][CH:5]=1. Product: [Br:1][C:5]1[CH:6]=[C:7]([CH:10]=[CH:11][C:4]=1[OH:3])[CH:8]=[O:9]. The catalyst class is: 22.